Dataset: Forward reaction prediction with 1.9M reactions from USPTO patents (1976-2016). Task: Predict the product of the given reaction. (1) Given the reactants [N+:1]([C:4]1[CH:9]=[CH:8][C:7]([C:10]2[CH:15]=[CH:14][C:13]([C:16]([F:19])([F:18])[F:17])=[CH:12][CH:11]=2)=[CH:6][C:5]=1[O:20][CH2:21][CH2:22][CH2:23][OH:24])([O-:3])=[O:2].CC(C)=[O:27].OS(O)(=O)=O.O=[Cr](=O)=O, predict the reaction product. The product is: [N+:1]([C:4]1[CH:9]=[CH:8][C:7]([C:10]2[CH:11]=[CH:12][C:13]([C:16]([F:17])([F:18])[F:19])=[CH:14][CH:15]=2)=[CH:6][C:5]=1[O:20][CH2:21][CH2:22][C:23]([OH:27])=[O:24])([O-:3])=[O:2]. (2) The product is: [CH2:1]([O:3][C:4]([C:6]1[CH:10]=[C:9]([C:11]2[CH:16]=[CH:15][C:14]([F:17])=[CH:13][CH:12]=2)[N:8]([C:18]2[CH:23]=[CH:22][C:21]([F:42])=[CH:20][CH:19]=2)[C:7]=1[CH3:24])=[O:5])[CH3:2]. Given the reactants [CH2:1]([O:3][C:4]([C:6]1[CH:10]=[C:9]([C:11]2[CH:16]=[CH:15][C:14]([F:17])=[CH:13][CH:12]=2)[N:8]([C:18]2[CH:23]=[CH:22][CH:21]=[CH:20][CH:19]=2)[C:7]=1[CH3:24])=[O:5])[CH3:2].C(OC(=O)C(CC(C1C=CC([F:42])=CC=1)=O)C(=O)C)C.FC1C=CC(N)=CC=1, predict the reaction product. (3) Given the reactants Br[C:2]1[CH:7]=[C:6]([C:8]([F:11])([F:10])[F:9])[CH:5]=[CH:4][C:3]=1[N:12]1[CH2:17][CH2:16][O:15][C:14]2[CH:18]=[C:19]([S:22]([O:25][C:26]3[C:31]([F:32])=[C:30]([F:33])[C:29]([F:34])=[C:28]([F:35])[C:27]=3[F:36])(=[O:24])=[O:23])[CH:20]=[CH:21][C:13]1=2.CC1(C)C(C)(C)OB([C:45]2[CH2:50][CH2:49][N:48]([C:51]([O:53][C:54]([CH3:57])([CH3:56])[CH3:55])=[O:52])[CH2:47][CH:46]=2)O1.P([O-])([O-])([O-])=O.[K+].[K+].[K+].O1CCOCC1, predict the reaction product. The product is: [F:36][C:27]1[C:28]([F:35])=[C:29]([F:34])[C:30]([F:33])=[C:31]([F:32])[C:26]=1[O:25][S:22]([C:19]1[CH:20]=[CH:21][C:13]2[N:12]([C:3]3[CH:4]=[CH:5][C:6]([C:8]([F:9])([F:10])[F:11])=[CH:7][C:2]=3[C:45]3[CH2:50][CH2:49][N:48]([C:51]([O:53][C:54]([CH3:57])([CH3:56])[CH3:55])=[O:52])[CH2:47][CH:46]=3)[CH2:17][CH2:16][O:15][C:14]=2[CH:18]=1)(=[O:23])=[O:24]. (4) Given the reactants O=S(Cl)Cl.[Br:5][C:6]1[CH:7]=[C:8]([CH:12]=[C:13]([N+:16]([O-:18])=[O:17])[C:14]=1[F:15])[C:9]([OH:11])=[O:10].[CH3:19][CH2:20]O, predict the reaction product. The product is: [CH2:19]([O:10][C:9](=[O:11])[C:8]1[CH:12]=[C:13]([N+:16]([O-:18])=[O:17])[C:14]([F:15])=[C:6]([Br:5])[CH:7]=1)[CH3:20]. (5) Given the reactants [CH2:1]([O:5][C:6]1[CH:11]=[CH:10][C:9]([S:12]([NH:15][CH:16]([CH2:21]O)[C:17]([O:19][CH3:20])=[O:18])(=[O:14])=[O:13])=[CH:8][CH:7]=1)[C:2]#[C:3][CH3:4].C1(P(C2C=CC=CC=2)C2C=CC=CC=2)C=CC=CC=1.CCOC(/N=N/C(OCC)=O)=O, predict the reaction product. The product is: [C:17]([O-:19])(=[O:18])[CH3:16].[CH2:1]([O:5][C:6]1[CH:11]=[CH:10][C:9]([S:12]([N:15]2[CH2:21][CH:16]2[C:17]([O:19][CH3:20])=[O:18])(=[O:14])=[O:13])=[CH:8][CH:7]=1)[C:2]#[C:3][CH3:4]. (6) Given the reactants C([O:3][C:4](=[O:15])[CH:5]([O:7][C:8]1[CH:13]=[CH:12][C:11]([CH3:14])=[CH:10][CH:9]=1)[CH3:6])C.[OH-].[Na+], predict the reaction product. The product is: [C:11]1([CH3:14])[CH:12]=[CH:13][C:8]([O:7][CH:5]([CH3:6])[C:4]([OH:15])=[O:3])=[CH:9][CH:10]=1. (7) Given the reactants [NH2:1][C:2]1[N:24]=[C:5]2[C:6]([C:11]3[CH2:16][CH2:15][N:14]([C:17]([O:19][C:20]([CH3:23])([CH3:22])[CH3:21])=[O:18])[CH2:13][CH:12]=3)=[CH:7][C:8]([CH3:10])=[CH:9][N:4]2[N:3]=1.[CH3:25][C:26]1[N:31]=[CH:30][N:29]=[C:28]([N:32]2[CH2:37][CH2:36][C:35](=O)[CH2:34][CH2:33]2)[CH:27]=1.C(Cl)Cl, predict the reaction product. The product is: [CH3:10][C:8]1[CH:7]=[C:6]([C:11]2[CH2:16][CH2:15][N:14]([C:17]([O:19][C:20]([CH3:21])([CH3:23])[CH3:22])=[O:18])[CH2:13][CH:12]=2)[C:5]2[N:4]([N:3]=[C:2]([NH:1][CH:35]3[CH2:36][CH2:37][N:32]([C:28]4[CH:27]=[C:26]([CH3:25])[N:31]=[CH:30][N:29]=4)[CH2:33][CH2:34]3)[N:24]=2)[CH:9]=1.